Dataset: NCI-60 drug combinations with 297,098 pairs across 59 cell lines. Task: Regression. Given two drug SMILES strings and cell line genomic features, predict the synergy score measuring deviation from expected non-interaction effect. Drug 1: CCCS(=O)(=O)NC1=C(C(=C(C=C1)F)C(=O)C2=CNC3=C2C=C(C=N3)C4=CC=C(C=C4)Cl)F. Drug 2: C1=CC(=CC=C1CCCC(=O)O)N(CCCl)CCCl. Cell line: M14. Synergy scores: CSS=45.5, Synergy_ZIP=-1.74, Synergy_Bliss=0.498, Synergy_Loewe=-3.96, Synergy_HSA=3.65.